From a dataset of Forward reaction prediction with 1.9M reactions from USPTO patents (1976-2016). Predict the product of the given reaction. (1) Given the reactants [CH3:1][O:2][C:3](=[O:12])[C:4]1[CH:9]=[C:8]([I:10])[CH:7]=[N:6][C:5]=1Cl.[CH2:13]([OH:17])[CH2:14][CH2:15][CH3:16].[CH2:18]1[CH2:22]OC[CH2:19]1, predict the reaction product. The product is: [CH2:13]([O:17][C:5]1[N:6]=[CH:7][C:8]([I:10])=[CH:9][C:4]=1[C:3]([O:2][CH2:1][CH2:19][CH2:18][CH3:22])=[O:12])[CH2:14][CH2:15][CH3:16]. (2) Given the reactants Cl[C:2]([O:4][CH3:5])=[O:3].[F:6][C:7]1[CH:12]=[CH:11][C:10]([NH:13][C:14]([C:16]2[C:25]3[C:20](=[CH:21][C:22]([O:26][C:27]4[CH:32]=[CH:31][N:30]=[C:29]([NH2:33])[N:28]=4)=[CH:23][CH:24]=3)[CH:19]=[CH:18][CH:17]=2)=[O:15])=[CH:9][C:8]=1[C:34]([F:37])([F:36])[F:35], predict the reaction product. The product is: [CH3:5][O:4][C:2](=[O:3])[NH:33][C:29]1[N:28]=[C:27]([O:26][C:22]2[CH:23]=[CH:24][C:25]3[C:20](=[CH:19][CH:18]=[CH:17][C:16]=3[C:14](=[O:15])[NH:13][C:10]3[CH:11]=[CH:12][C:7]([F:6])=[C:8]([C:34]([F:37])([F:36])[F:35])[CH:9]=3)[CH:21]=2)[CH:32]=[CH:31][N:30]=1. (3) Given the reactants [Br-].[Br:2][C:3]1[CH:8]=[CH:7][C:6]([OH:9])=[C:5]([Cl:10])[CH:4]=1.Br[C:12]1[CH:17]=CC(O)=C(F)[CH:13]=1.IC(C)C.BrC(CC)C([O-])=O, predict the reaction product. The product is: [Br:2][C:3]1[CH:8]=[CH:7][C:6]([O:9][CH:12]([CH3:17])[CH3:13])=[C:5]([Cl:10])[CH:4]=1. (4) Given the reactants [OH-].[Li+].[CH3:3][O:4][C:5]1[CH:6]=[C:7]([CH:10]=[CH:11][C:12]=1[N:13]1[CH:17]=[C:16]([CH3:18])[N:15]=[CH:14]1)[CH:8]=O.C(OP([CH:27]1[C:33](=[O:34])[N:32]2[C@H:35]([C:38]3[CH:43]=[CH:42][C:41]([F:44])=[C:40]([F:45])[CH:39]=3)[CH2:36][CH2:37][C@@H:31]2[CH2:30][CH2:29][CH2:28]1)(=O)OCC)C.C(O)C, predict the reaction product. The product is: [F:45][C:40]1[CH:39]=[C:38]([C@H:35]2[N:32]3[C:33](=[O:34])/[C:27](=[CH:8]/[C:7]4[CH:10]=[CH:11][C:12]([N:13]5[CH:17]=[C:16]([CH3:18])[N:15]=[CH:14]5)=[C:5]([O:4][CH3:3])[CH:6]=4)/[CH2:28][CH2:29][CH2:30][C@H:31]3[CH2:37][CH2:36]2)[CH:43]=[CH:42][C:41]=1[F:44]. (5) Given the reactants [CH3:1][C:2]1[C:3]([C:18]([O:20][CH2:21][CH3:22])=[O:19])=[C:4]2[CH:9]=[CH:8][CH:7]=[N:6][N:5]2[C:10]=1[C:11]([O:13]C(C)(C)C)=[O:12].C(N(CC)CC)C.FC(F)(F)S(O[Si](C)(C)C)(=O)=O, predict the reaction product. The product is: [CH2:21]([O:20][C:18]([C:3]1[C:2]([CH3:1])=[C:10]([C:11]([OH:13])=[O:12])[N:5]2[C:4]=1[CH:9]=[CH:8][CH:7]=[N:6]2)=[O:19])[CH3:22]. (6) Given the reactants [F:1][C:2]1[CH:27]=[CH:26][C:5]([C:6]([N:8]2[CH2:14][CH2:13][C:12]3[O:15][C:16](/[CH:18]=C/C4C=CC=CC=4)=[N:17][C:11]=3[CH2:10][CH2:9]2)=[O:7])=[CH:4][CH:3]=1.C[N+]1([O-])CC[O:32]CC1.I([O-])(=O)(=O)=O.[Na+].[BH4-].[Na+], predict the reaction product. The product is: [F:1][C:2]1[CH:3]=[CH:4][C:5]([C:6]([N:8]2[CH2:14][CH2:13][C:12]3[O:15][C:16]([CH2:18][OH:32])=[N:17][C:11]=3[CH2:10][CH2:9]2)=[O:7])=[CH:26][CH:27]=1. (7) The product is: [CH3:1][Si:2]([CH3:4])([CH3:3])[O:13][C@H:9]1[CH2:8][CH2:7][NH:6][C:10]1=[O:11]. Given the reactants [CH3:1][Si:2](Cl)([CH3:4])[CH3:3].[NH2:6][CH2:7][CH2:8][C@H:9]([OH:13])[C:10](O)=[O:11].C[Si](C)(C)N[Si](C)(C)C, predict the reaction product. (8) Given the reactants [Br:1][C:2]1[N:7]=[C:6]([CH2:8][C:9]([NH:11][NH:12][C:13]([CH:15]2[CH2:17][CH2:16]2)=[O:14])=O)[CH:5]=[CH:4][CH:3]=1.CC[N+](S(N=C(OC)[O-])(=O)=O)(CC)CC, predict the reaction product. The product is: [Br:1][C:2]1[CH:3]=[CH:4][CH:5]=[C:6]([CH2:8][C:9]2[O:14][C:13]([CH:15]3[CH2:17][CH2:16]3)=[N:12][N:11]=2)[N:7]=1. (9) Given the reactants [O:1]=[S:2]1(=[O:19])[CH2:5][CH:4]([N:6]2[CH2:11][CH2:10][N:9]([C:12](OC(C)(C)C)=O)[CH2:8][CH2:7]2)[CH2:3]1.FC(F)(F)C(O)=O.ClC1[N:33]=[CH:32][N:31]=[C:30]([NH:34][C:35]2[S:36][C:37]([C:40]#[N:41])=[CH:38][N:39]=2)[CH:29]=1.C(N(CC)CC)C, predict the reaction product. The product is: [O:19]=[S:2]1(=[O:1])[CH2:3][CH:4]([N:6]2[CH2:7][CH2:8][N:9]([C:12]3[N:33]=[CH:32][N:31]=[C:30]([NH:34][C:35]4[S:36][C:37]([C:40]#[N:41])=[CH:38][N:39]=4)[CH:29]=3)[CH2:10][CH2:11]2)[CH2:5]1. (10) Given the reactants [OH-].[Na+].C([O:6][C@H:7]([C:14]1[CH:19]=[CH:18][C:17]([NH:20][C:21]([CH:23]2[O:27][N:26]=[C:25]([C:28]3[CH:29]=[N:30][CH:31]=[CH:32][CH:33]=3)[CH2:24]2)=[O:22])=[CH:16][CH:15]=1)[C:8]1[CH:13]=[CH:12][CH:11]=[CH:10][CH:9]=1)(=O)C, predict the reaction product. The product is: [OH:6][CH:7]([C:8]1[CH:9]=[CH:10][CH:11]=[CH:12][CH:13]=1)[C:14]1[CH:15]=[CH:16][C:17]([NH:20][C:21]([C@H:23]2[O:27][N:26]=[C:25]([C:28]3[CH:29]=[N:30][CH:31]=[CH:32][CH:33]=3)[CH2:24]2)=[O:22])=[CH:18][CH:19]=1.